Predict the reaction yield, written as a fraction of the theoretical maximum amount of product (1.0 means a 100% yield; for example, 0.34 means a 34% yield). From a dataset of Reaction yield outcomes from USPTO patents with 853,638 reactions. (1) The reactants are [F:1][C:2]1[CH:7]=[CH:6][CH:5]=[CH:4][C:3]=1[N:8]1[CH2:13][CH2:12][N:11]([CH2:14][CH2:15][NH2:16])[CH2:10][CH2:9]1.[C:17]1([N:23]2[C:27]([C:28]3[O:29][CH:30]=[CH:31][CH:32]=3)=[CH:26][C:25]([CH:33]=O)=[N:24]2)[CH:22]=[CH:21][CH:20]=[CH:19][CH:18]=1. No catalyst specified. The product is [F:1][C:2]1[CH:7]=[CH:6][CH:5]=[CH:4][C:3]=1[N:8]1[CH2:9][CH2:10][N:11]([CH2:14][CH2:15][NH:16][CH2:33][C:25]2[CH:26]=[C:27]([C:28]3[O:29][CH:30]=[CH:31][CH:32]=3)[N:23]([C:17]3[CH:22]=[CH:21][CH:20]=[CH:19][CH:18]=3)[N:24]=2)[CH2:12][CH2:13]1. The yield is 0.863. (2) The reactants are CC1(C)N([O])C(C)(C)CCC1.P([O-])([O-])(O)=O.[Na+].[Na+].[CH:19]1([C:22]2[CH:27]=[CH:26][C:25]([CH2:28][CH2:29][CH2:30][CH2:31][OH:32])=[CH:24][CH:23]=2)[CH2:21][CH2:20]1.Cl([O-])=[O:34].[Na+].ClO.[OH-].[Na+].S([O-])([O-])=O.[Na+].[Na+]. The catalyst is C(#N)C.CCOCC. The product is [CH:19]1([C:22]2[CH:23]=[CH:24][C:25]([CH2:28][CH2:29][CH2:30][C:31]([OH:34])=[O:32])=[CH:26][CH:27]=2)[CH2:21][CH2:20]1. The yield is 0.880. (3) The reactants are [F:1][C:2]1[C:3]([NH:17][CH2:18][OH:19])=[N:4][C:5]([O:8][CH2:9][C:10]2[CH:15]=[CH:14][C:13]([F:16])=[CH:12][CH:11]=2)=[N:6][CH:7]=1.[CH3:20][C:21]([CH3:26])([CH3:25])[C:22](Cl)=[O:23]. The catalyst is N1C=CC=CC=1. The product is [F:1][C:2]1[C:3]([NH:17][CH2:18][O:19][C:22](=[O:23])[C:21]([CH3:26])([CH3:25])[CH3:20])=[N:4][C:5]([O:8][CH2:9][C:10]2[CH:11]=[CH:12][C:13]([F:16])=[CH:14][CH:15]=2)=[N:6][CH:7]=1. The yield is 0.600. (4) The reactants are [C:1]1([CH:7]2[O:12][C:11](=[O:13])[N:10]([CH2:14][C:15]3[CH:20]=[CH:19][CH:18]=[CH:17][C:16]=3[NH:21][S:22]([C:25]([F:28])([F:27])[F:26])(=[O:24])=[O:23])[CH2:9][CH2:8]2)[CH:6]=[CH:5][CH:4]=[CH:3][CH:2]=1.C(=O)([O-])O.[Na+].Cl[CH2:35][O:36][CH2:37][CH3:38].O. The catalyst is C(#N)C. The product is [C:1]1([CH:7]2[O:12][C:11](=[O:13])[N:10]([CH2:14][C:15]3[CH:20]=[CH:19][CH:18]=[CH:17][C:16]=3[N:21]([CH2:35][O:36][CH2:37][CH3:38])[S:22]([C:25]([F:26])([F:27])[F:28])(=[O:23])=[O:24])[CH2:9][CH2:8]2)[CH:6]=[CH:5][CH:4]=[CH:3][CH:2]=1. The yield is 0.750. (5) The yield is 0.740. The product is [Cl:23][C:17]1[C:18]2[N:19]=[C:10]([C:4]3[CH:5]=[CH:6][C:7]([O:8][CH3:9])=[C:2]([CH3:1])[CH:3]=3)[CH:11]=[CH:12][C:13]=2[N:14]=[CH:15][N:16]=1. The catalyst is C1(C)C=CC=CC=1. The reactants are [CH3:1][C:2]1[CH:3]=[C:4]([C:10]2[CH:11]=[CH:12][C:13]3[N:14]=[CH:15][NH:16][C:17](=O)[C:18]=3[N:19]=2)[CH:5]=[CH:6][C:7]=1[O:8][CH3:9].P(Cl)(Cl)([Cl:23])=O.N1C(C)=CC=CC=1C.